Dataset: Reaction yield outcomes from USPTO patents with 853,638 reactions. Task: Predict the reaction yield, written as a fraction of the theoretical maximum amount of product (1.0 means a 100% yield; for example, 0.34 means a 34% yield). (1) The reactants are [H-].[H-].[H-].[H-].[Li+].[Al+3].[Al+3].[Cl-].[Cl-].[Cl-].[CH:11]1([C:17]2([CH2:28][O:29][CH3:30])[CH2:22][O:21][C:20]3([CH2:27][CH2:26][CH2:25][CH2:24][CH2:23]3)[O:19][CH2:18]2)[CH2:16][CH2:15][CH2:14][CH2:13][CH2:12]1.[OH-].[Na+].S([O-])([O-])(=O)=O.[Na+].[Na+]. The catalyst is CCCCCC.C(OCC)(=O)C.C(N(CC)CC)C.O.C(OCC)C. The yield is 0.910. The product is [CH:11]1([C:17]([CH2:28][O:29][CH3:30])([CH2:18][O:19][CH:20]2[CH2:23][CH2:24][CH2:25][CH2:26][CH2:27]2)[CH2:22][OH:21])[CH2:12][CH2:13][CH2:14][CH2:15][CH2:16]1. (2) The reactants are [CH3:1][C:2]1[N:7]=[C:6]([C:8](Cl)=[O:9])[CH:5]=[CH:4][CH:3]=1.[C:11]([NH2:20])(=[O:19])[C:12]1[C:13](=[CH:15][CH:16]=[CH:17][CH:18]=1)[NH2:14].C(N(CC)CC)C. The catalyst is ClCCl.CN(C)C=O. The product is [C:11]([C:12]1[CH:18]=[CH:17][CH:16]=[CH:15][C:13]=1[NH:14][C:8]([C:6]1[CH:5]=[CH:4][CH:3]=[C:2]([CH3:1])[N:7]=1)=[O:9])(=[O:19])[NH2:20]. The yield is 0.940. (3) The reactants are [NH2:1][C:2]1[CH:10]=[C:9]([Cl:11])[CH:8]=[CH:7][C:3]=1[C:4]([OH:6])=[O:5].FC1C=CC=CC=1C(Cl)=O.[Br:22][C:23]1[CH:31]=[CH:30][CH:29]=[CH:28][C:24]=1[C:25](Cl)=O. No catalyst specified. The product is [Cl:11][C:9]1[CH:8]=[CH:7][C:3]2[C:4](=[O:6])[O:5][C:25]([C:24]3[CH:28]=[CH:29][CH:30]=[CH:31][C:23]=3[Br:22])=[N:1][C:2]=2[CH:10]=1. The yield is 0.670. (4) The reactants are C([O:4][C@@H:5]([C:7]1[N:11]=[C:10]([C:12]2[CH:17]=[CH:16][CH:15]=[C:14]([Cl:18])[CH:13]=2)[O:9][N:8]=1)[CH3:6])(=O)C.O.[OH-].[Li+]. The catalyst is C1COCC1.O. The product is [Cl:18][C:14]1[CH:13]=[C:12]([C:10]2[O:9][N:8]=[C:7]([C@H:5]([OH:4])[CH3:6])[N:11]=2)[CH:17]=[CH:16][CH:15]=1. The yield is 0.970. (5) The reactants are [F:1][C:2]1[CH:3]=[C:4]([N+:10]([O-:12])=[O:11])[CH:5]=[C:6]([F:9])[C:7]=1F.[F:13][C:14]1[CH:19]=[CH:18][C:17]([OH:20])=[CH:16][CH:15]=1.C([O-])([O-])=O.[Cs+].[Cs+]. The catalyst is CN(C=O)C. The product is [F:13][C:14]1[CH:19]=[CH:18][C:17]([O:20][C:7]2[C:6]([F:9])=[CH:5][C:4]([N+:10]([O-:12])=[O:11])=[CH:3][C:2]=2[F:1])=[CH:16][CH:15]=1. The yield is 1.05. (6) The reactants are ClC(Cl)(O[C:5](=[O:11])OC(Cl)(Cl)Cl)Cl.[O:13]1[CH2:18][CH:17]=[C:16]([C:19]2[N:24]=[C:23]([N:25]3[CH2:30][CH2:29][O:28][CH2:27][CH2:26]3)[N:22]=[C:21]([C:31]3[CH:36]=[CH:35][C:34]([NH2:37])=[CH:33][CH:32]=3)[N:20]=2)[CH2:15][CH2:14]1.[NH2:38][C:39]1[CH:44]=[CH:43][N:42]=[CH:41][CH:40]=1.CCN(CC)CC. The catalyst is C(Cl)Cl. The product is [O:13]1[CH2:14][CH:15]=[C:16]([C:19]2[N:24]=[C:23]([N:25]3[CH2:26][CH2:27][O:28][CH2:29][CH2:30]3)[N:22]=[C:21]([C:31]3[CH:36]=[CH:35][C:34]([NH:37][C:5]([NH:38][C:39]4[CH:44]=[CH:43][N:42]=[CH:41][CH:40]=4)=[O:11])=[CH:33][CH:32]=3)[N:20]=2)[CH2:17][CH2:18]1. The yield is 0.220. (7) The reactants are [CH2:1]1[C:10]2[C:5](=[CH:6][CH:7]=[CH:8][CH:9]=2)[CH2:4][CH2:3][N:2]1[CH2:11][CH2:12][CH2:13][CH2:14][O:15][C:16]1[N:25]=[C:24]2[C:19]([CH2:20][CH2:21][C:22](=[O:26])[NH:23]2)=[CH:18][CH:17]=1.[CH2:27]1C2C(=CC=CC=2C#N)CC[NH:28]1. No catalyst specified. The product is [O:26]=[C:22]1[NH:23][C:24]2[N:25]=[C:16]([O:15][CH2:14][CH2:13][CH2:12][CH2:11][N:2]3[CH2:3][CH2:4][C:5]4[C:10](=[C:9]([C:27]#[N:28])[CH:8]=[CH:7][CH:6]=4)[CH2:1]3)[CH:17]=[CH:18][C:19]=2[CH2:20][CH2:21]1. The yield is 0.510.